From a dataset of Reaction yield outcomes from USPTO patents with 853,638 reactions. Predict the reaction yield, written as a fraction of the theoretical maximum amount of product (1.0 means a 100% yield; for example, 0.34 means a 34% yield). (1) The catalyst is O1CCCC1.CN(C=O)C. The product is [C:1]1([S:7][C:8]2[CH:9]=[C:10]3[C:11]([CH2:14][CH2:15][CH2:16][C:17]3=[O:19])=[CH:12][CH:13]=2)[CH:2]=[CH:3][CH:4]=[CH:5][CH:6]=1. The yield is 0.555. The reactants are [C:1]1([S:7][C:8]2[CH:13]=[CH:12][C:11]([CH2:14][CH2:15][CH2:16][C:17]([OH:19])=O)=[CH:10][CH:9]=2)[CH:6]=[CH:5][CH:4]=[CH:3][CH:2]=1.C(Cl)(=O)C(Cl)=O.[Cl-].[Cl-].[Cl-].[Al+3]. (2) The reactants are [S:1](=[O:5])(=[O:4])([OH:3])[OH:2].C1COCC1.[F:11][C:12]1[CH:13]=[C:14]([NH:23][C:24]([C@@H:26]2[N:35]([C:36]([C@@H:38]3[CH2:41][C@H:40]([CH2:42][C:43]([OH:45])=[O:44])[CH2:39]3)=[O:37])[CH2:34][CH2:33][C:32]3[N:31]=[C:30]([O:46][CH3:47])[CH:29]=[CH:28][C:27]2=3)=[O:25])[CH:15]=[C:16]2[C:20]=1[C:19]([CH3:22])([CH3:21])[CH2:18][CH2:17]2. The catalyst is C1COCC1. The product is [S:1]([OH:5])([OH:4])(=[O:3])=[O:2].[F:11][C:12]1[CH:13]=[C:14]([NH:23][C:24]([C@@H:26]2[N:35]([C:36]([C@@H:38]3[CH2:41][C@H:40]([CH2:42][C:43]([OH:45])=[O:44])[CH2:39]3)=[O:37])[CH2:34][CH2:33][C:32]3[N:31]=[C:30]([O:46][CH3:47])[CH:29]=[CH:28][C:27]2=3)=[O:25])[CH:15]=[C:16]2[C:20]=1[C:19]([CH3:22])([CH3:21])[CH2:18][CH2:17]2. The yield is 0.970. (3) The reactants are [CH2:1]([O:11][C:12]1[CH:13]=[C:14]([CH2:20][OH:21])[CH:15]=[C:16]([CH2:18]O)[CH:17]=1)[CH2:2][CH2:3][CH2:4][CH2:5][CH2:6][CH2:7][CH2:8][CH2:9][CH3:10].Br.C([O-])([O-])=O.[Na+].[Na+].[C-:29]#[N:30].[K+]. The catalyst is C1(C)C=CC=CC=1.CCOC(C)=O.CCCCCC. The product is [CH2:1]([O:11][C:12]1[CH:17]=[C:16]([CH2:18][C:29]#[N:30])[CH:15]=[C:14]([CH2:20][OH:21])[CH:13]=1)[CH2:2][CH2:3][CH2:4][CH2:5][CH2:6][CH2:7][CH2:8][CH2:9][CH3:10]. The yield is 0.530. (4) The reactants are [CH3:1][C@@H:2]1[CH2:6][CH2:5][C:4](=C(C)C)[CH:3]1[C:10]([O:12][CH2:13][CH3:14])=[O:11].C(=O)=[O:16].C(O)(C)C. The catalyst is C(OCC)(=O)C. The product is [CH3:1][C@@H:2]1[CH2:6][CH2:5][C:4](=[O:16])[CH:3]1[C:10]([O:12][CH2:13][CH3:14])=[O:11]. The yield is 0.960.